Task: Predict the reactants needed to synthesize the given product.. Dataset: Full USPTO retrosynthesis dataset with 1.9M reactions from patents (1976-2016) (1) Given the product [Cl:1][C:2]1[CH:11]=[C:10]2[C:5]([CH2:6][CH2:7][N:8]([CH3:19])[CH:9]2[C:12]2[CH:13]=[C:14]([CH:17]=[O:18])[S:15][CH:16]=2)=[CH:4][CH:3]=1, predict the reactants needed to synthesize it. The reactants are: [Cl:1][C:2]1[CH:11]=[C:10]2[C:5]([CH2:6][CH2:7][N:8]([CH3:19])[CH:9]2[C:12]2[CH:13]=[C:14]([CH2:17][OH:18])[S:15][CH:16]=2)=[CH:4][CH:3]=1.CC(OI1(OC(C)=O)(OC(C)=O)OC(=O)C2C=CC=CC1=2)=O. (2) Given the product [Br:24][C:21]1[CH:20]=[CH:19][C:18]([C:11]([N:6]2[C:7]3[C:3](=[C:2]([NH:1][C:30]([O:29][C:26]([CH3:28])([CH3:27])[CH3:25])=[O:31])[CH:10]=[CH:9][CH:8]=3)[CH:4]=[N:5]2)([CH2:16][CH3:17])[C:12]([O:14][CH3:15])=[O:13])=[CH:23][CH:22]=1, predict the reactants needed to synthesize it. The reactants are: [NH2:1][C:2]1[CH:10]=[CH:9][CH:8]=[C:7]2[C:3]=1[CH:4]=[N:5][N:6]2[C:11]([C:18]1[CH:23]=[CH:22][C:21]([Br:24])=[CH:20][CH:19]=1)([CH2:16][CH3:17])[C:12]([O:14][CH3:15])=[O:13].[CH3:25][C:26]([O:29][C:30](O[C:30]([O:29][C:26]([CH3:28])([CH3:27])[CH3:25])=[O:31])=[O:31])([CH3:28])[CH3:27]. (3) Given the product [ClH:27].[O:1]=[C:2]1[C:10]2[C:5](=[CH:6][C:7]([C:11]([NH:13][CH:14]3[CH2:15][CH2:16][NH:17][CH2:18][CH2:19]3)=[O:12])=[CH:8][CH:9]=2)[CH2:4][O:3]1, predict the reactants needed to synthesize it. The reactants are: [O:1]=[C:2]1[C:10]2[C:5](=[CH:6][C:7]([C:11]([NH:13][CH:14]3[CH2:19][CH2:18][N:17](C(OC(C)(C)C)=O)[CH2:16][CH2:15]3)=[O:12])=[CH:8][CH:9]=2)[CH2:4][O:3]1.[ClH:27].